This data is from Reaction yield outcomes from USPTO patents with 853,638 reactions. The task is: Predict the reaction yield, written as a fraction of the theoretical maximum amount of product (1.0 means a 100% yield; for example, 0.34 means a 34% yield). (1) The reactants are [Br:1][C:2]1[CH:3]=[CH:4][C:5]([CH2:8]Br)=[N:6][CH:7]=1.[C-:10]#[N:11].[K+]. The catalyst is CCO.O. The product is [Br:1][C:2]1[CH:3]=[CH:4][C:5]([CH2:8][C:10]#[N:11])=[N:6][CH:7]=1. The yield is 0.650. (2) The reactants are C(OC([NH:8][C@H:9]([C:11]([NH:13][CH:14]1[N:20]=[C:19]([C:21]2[CH:26]=[CH:25][CH:24]=[CH:23][CH:22]=2)[C:18]2[CH:27]=[CH:28][CH:29]=[CH:30][C:17]=2[N:16]([CH2:31][C:32](=[O:39])[C:33]2[CH:38]=[CH:37][CH:36]=[CH:35][CH:34]=2)[C:15]1=[O:40])=[O:12])[CH3:10])=O)(C)(C)C.C(O)(C(F)(F)F)=O.C(Cl)Cl. No catalyst specified. The product is [NH2:8][C@H:9]([C:11]([NH:13][CH:14]1[N:20]=[C:19]([C:21]2[CH:26]=[CH:25][CH:24]=[CH:23][CH:22]=2)[C:18]2[CH:27]=[CH:28][CH:29]=[CH:30][C:17]=2[N:16]([CH2:31][C:32](=[O:39])[C:33]2[CH:38]=[CH:37][CH:36]=[CH:35][CH:34]=2)[C:15]1=[O:40])=[O:12])[CH3:10]. The yield is 0.940. (3) The reactants are [NH:1]1[C:5]2[CH:6]=[CH:7][CH:8]=[CH:9][C:4]=2[N:3]=[N:2]1.[CH3:10][Si:11]([CH3:26])([CH3:25])[C:12]#[C:13][CH2:14][CH2:15]N1C2C=CC=CC=2N=N1. No catalyst specified. The yield is 0.670. The product is [CH3:10][Si:11]([CH3:26])([CH3:25])[C:12]#[C:13][CH2:14][CH2:15][N:2]1[N:3]=[C:4]2[CH:9]=[CH:8][CH:7]=[CH:6][C:5]2=[N:1]1.